From a dataset of Forward reaction prediction with 1.9M reactions from USPTO patents (1976-2016). Predict the product of the given reaction. The product is: [F:1][C:2]1[CH:7]=[CH:6][C:5]([NH:8][S:9]([CH2:12][CH2:13][CH3:14])(=[O:11])=[O:10])=[CH:4][C:3]=1[CH:15]=[O:16]. Given the reactants [F:1][C:2]1[CH:7]=[CH:6][C:5]([NH:8][S:9]([CH2:12][CH2:13][CH3:14])(=[O:11])=[O:10])=[CH:4][C:3]=1[CH2:15][OH:16].CC(OI1(OC(C)=O)(OC(C)=O)OC(=O)C2C=CC=CC1=2)=O.O, predict the reaction product.